From a dataset of Reaction yield outcomes from USPTO patents with 853,638 reactions. Predict the reaction yield, written as a fraction of the theoretical maximum amount of product (1.0 means a 100% yield; for example, 0.34 means a 34% yield). (1) The product is [NH2:36][C:32]1[N:31]=[C:30]([C:19]2[N:18]([CH3:37])[C:15]3[CH2:16][CH2:17][NH:12][C:13](=[O:38])[C:14]=3[C:20]=2[NH:21][C:22]2[CH:27]=[CH:26][CH:25]=[C:24]([OH:28])[CH:23]=2)[CH:35]=[CH:34][N:33]=1. The catalyst is C(Cl)Cl. The reactants are B(Br)(Br)Br.C(OC([N:12]1[CH2:17][CH2:16][C:15]2[N:18]([CH3:37])[C:19]([C:30]3[CH:35]=[CH:34][N:33]=[C:32]([NH2:36])[N:31]=3)=[C:20]([NH:21][C:22]3[CH:27]=[CH:26][CH:25]=[C:24]([O:28]C)[CH:23]=3)[C:14]=2[C:13]1=[O:38])=O)(C)(C)C.O. The yield is 0.0800. (2) The reactants are [C:1]([OH:11])(=[O:10])/[CH:2]=[CH:3]/[C:4]1[CH:9]=[CH:8][CH:7]=[CH:6][CH:5]=1.[CH2:12]([N+:22]([CH2:25][CH2:26][CH2:27][CH2:28][CH2:29][CH2:30][CH2:31][CH2:32][CH2:33][CH3:34])([CH3:24])[CH3:23])[CH2:13][CH2:14][CH2:15][CH2:16][CH2:17][CH2:18][CH2:19][CH2:20][CH3:21].C(Cl)(Cl)Cl. The catalyst is [Br-].C([N+](CCCCCCCCCC)(C)C)CCCCCCCCC.CS(C)=O. The product is [C:1]([O-:11])(=[O:10])/[CH:2]=[CH:3]/[C:4]1[CH:5]=[CH:6][CH:7]=[CH:8][CH:9]=1.[CH2:25]([N+:22]([CH2:12][CH2:13][CH2:14][CH2:15][CH2:16][CH2:17][CH2:18][CH2:19][CH2:20][CH3:21])([CH3:24])[CH3:23])[CH2:26][CH2:27][CH2:28][CH2:29][CH2:30][CH2:31][CH2:32][CH2:33][CH3:34]. The yield is 0.930. (3) The reactants are [NH2:1][C:2]1[CH:7]=[CH:6][C:5]([N+:8]([O-:10])=[O:9])=[CH:4][C:3]=1[S:11]([OH:14])(=O)=[O:12].P(Cl)(Cl)(Cl)=O.[OH-].[NH4+:21].[OH-].[Na+].C. The catalyst is S1(CCCC1)(=O)=O. The product is [NH2:1][C:2]1[CH:7]=[CH:6][C:5]([N+:8]([O-:10])=[O:9])=[CH:4][C:3]=1[S:11]([NH2:21])(=[O:14])=[O:12]. The yield is 0.650. (4) The reactants are Br[C:2]1[CH:7]=[CH:6][C:5]([CH:8]([CH3:15])[CH2:9][NH:10][S:11]([CH3:14])(=[O:13])=[O:12])=[CH:4][CH:3]=1.[CH3:16][O:17][C:18]1[CH:23]=[CH:22][CH:21]=[CH:20][C:19]=1B(O)O.C(=O)([O-])[O-].[K+].[K+]. The catalyst is O1CCOCC1.O.C1C=CC([P]([Pd]([P](C2C=CC=CC=2)(C2C=CC=CC=2)C2C=CC=CC=2)([P](C2C=CC=CC=2)(C2C=CC=CC=2)C2C=CC=CC=2)[P](C2C=CC=CC=2)(C2C=CC=CC=2)C2C=CC=CC=2)(C2C=CC=CC=2)C2C=CC=CC=2)=CC=1. The product is [CH3:16][O:17][C:18]1[CH:23]=[CH:22][CH:21]=[CH:20][C:19]=1[C:2]1[CH:7]=[CH:6][C:5]([CH:8]([CH3:15])[CH2:9][NH:10][S:11]([CH3:14])(=[O:13])=[O:12])=[CH:4][CH:3]=1. The yield is 0.900. (5) The reactants are [Cl-].O[NH3+:3].[C:4](=[O:7])([O-])[OH:5].[Na+].CS(C)=O.[F:13][C:14]1[CH:19]=[CH:18][C:17]([N:20]2[C:25](=[O:26])[C:24]([CH2:27][C:28]3[CH:33]=[CH:32][C:31]([C:34]4[C:35]([C:40]#[N:41])=[CH:36][CH:37]=[CH:38][CH:39]=4)=[CH:30][CH:29]=3)=[C:23]([CH2:42][CH2:43][CH3:44])[N:22]=[C:21]2[CH3:45])=[CH:16][CH:15]=1. The catalyst is C(OCC)(=O)C. The product is [F:13][C:14]1[CH:15]=[CH:16][C:17]([N:20]2[C:25](=[O:26])[C:24]([CH2:27][C:28]3[CH:33]=[CH:32][C:31]([C:34]4[CH:39]=[CH:38][CH:37]=[CH:36][C:35]=4[C:40]4[NH:3][C:4](=[O:7])[O:5][N:41]=4)=[CH:30][CH:29]=3)=[C:23]([CH2:42][CH2:43][CH3:44])[N:22]=[C:21]2[CH3:45])=[CH:18][CH:19]=1. The yield is 0.910.